Dataset: Forward reaction prediction with 1.9M reactions from USPTO patents (1976-2016). Task: Predict the product of the given reaction. (1) Given the reactants [CH2:1]([N:5]=[C:6]=[S:7])[CH:2]([CH3:4])[CH3:3].[Cl:8][C:9]1[CH:28]=[CH:27][C:12]2[O:13][C:14]3[CH:26]=[CH:25][CH:24]=[CH:23][C:15]=3[C@@H:16]3[C@H:21]([NH2:22])[CH2:20][CH2:19][CH2:18][N:17]3[C:11]=2[CH:10]=1, predict the reaction product. The product is: [Cl:8][C:9]1[CH:28]=[CH:27][C:12]2[O:13][C:14]3[CH:26]=[CH:25][CH:24]=[CH:23][C:15]=3[C@@H:16]3[C@H:21]([NH:22][C:6]([NH:5][CH2:1][CH:2]([CH3:4])[CH3:3])=[S:7])[CH2:20][CH2:19][CH2:18][N:17]3[C:11]=2[CH:10]=1. (2) Given the reactants [Br:1][C:2]1[CH:9]=[CH:8][C:5]([CH2:6]Br)=[CH:4][CH:3]=1.[CH3:10][N:11]([CH3:18])[CH:12]1[CH2:17][CH2:16][NH:15][CH2:14][CH2:13]1.C(N(CC)CC)C, predict the reaction product. The product is: [Br:1][C:2]1[CH:9]=[CH:8][C:5]([CH2:6][N:15]2[CH2:16][CH2:17][CH:12]([N:11]([CH3:18])[CH3:10])[CH2:13][CH2:14]2)=[CH:4][CH:3]=1. (3) Given the reactants [Cl:1][C:2]1[CH:10]=[CH:9][CH:8]=[C:7]2[C:3]=1[C:4]([C:15]([N:17]1[CH2:22][CH2:21][CH:20]([C:23]3[CH:24]=[C:25]([CH:34]=[CH:35][C:36]=3[F:37])[CH2:26][NH:27]C(=O)C(F)(F)F)[CH2:19][CH2:18]1)=[O:16])=[CH:5][N:6]2[CH2:11][CH2:12][O:13][CH3:14].[OH-].[Na+], predict the reaction product. The product is: [NH2:27][CH2:26][C:25]1[CH:34]=[CH:35][C:36]([F:37])=[C:23]([CH:20]2[CH2:19][CH2:18][N:17]([C:15]([C:4]3[C:3]4[C:7](=[CH:8][CH:9]=[CH:10][C:2]=4[Cl:1])[N:6]([CH2:11][CH2:12][O:13][CH3:14])[CH:5]=3)=[O:16])[CH2:22][CH2:21]2)[CH:24]=1. (4) Given the reactants Br[C:2]1[CH:11]=[CH:10][C:5]([C:6]([O:8][CH3:9])=[O:7])=[CH:4][C:3]=1[CH3:12].CO[C:15]1[CH:20]=[C:19](OC)[CH:18]=[CH:17][C:16]=1[C:23]1[CH:28]=[CH:27][C:26](C(O)=O)=[CH:25][C:24]=1C.C1(C2C=CC=CC=2)C(B(O)O)=CC=CC=1.C(=O)([O-])[O-].[K+].[K+], predict the reaction product. The product is: [CH3:12][C:3]1[CH:4]=[C:5]([C:6]([O:8][CH3:9])=[O:7])[CH:10]=[CH:11][C:2]=1[C:28]1[C:23]([C:16]2[CH:15]=[CH:20][CH:19]=[CH:18][CH:17]=2)=[CH:24][CH:25]=[CH:26][CH:27]=1.